This data is from Peptide-MHC class I binding affinity with 185,985 pairs from IEDB/IMGT. The task is: Regression. Given a peptide amino acid sequence and an MHC pseudo amino acid sequence, predict their binding affinity value. This is MHC class I binding data. (1) The peptide sequence is IQKNPDGSW. The MHC is HLA-A26:01 with pseudo-sequence HLA-A26:01. The binding affinity (normalized) is 0.0847. (2) The peptide sequence is KAALDLSHFL. The MHC is HLA-A30:01 with pseudo-sequence HLA-A30:01. The binding affinity (normalized) is 0.129. (3) The peptide sequence is LMMNGTSAM. The MHC is HLA-B27:20 with pseudo-sequence HLA-B27:20. The binding affinity (normalized) is 0.669. (4) The MHC is HLA-A11:01 with pseudo-sequence HLA-A11:01. The peptide sequence is KCHDHYLCRH. The binding affinity (normalized) is 0. (5) The peptide sequence is ALEKGIKDV. The MHC is HLA-A02:16 with pseudo-sequence HLA-A02:16. The binding affinity (normalized) is 0.360.